Dataset: Peptide-MHC class II binding affinity with 134,281 pairs from IEDB. Task: Regression. Given a peptide amino acid sequence and an MHC pseudo amino acid sequence, predict their binding affinity value. This is MHC class II binding data. (1) The peptide sequence is NMNIKLKMPLYVAGH. The MHC is DRB1_0404 with pseudo-sequence DRB1_0404. The binding affinity (normalized) is 0.362. (2) The peptide sequence is TFYGSNPRGAAPDDH. The MHC is DRB1_1101 with pseudo-sequence DRB1_1101. The binding affinity (normalized) is 0.577. (3) The peptide sequence is LLAAADELVGGPPVE. The MHC is HLA-DPA10301-DPB10402 with pseudo-sequence HLA-DPA10301-DPB10402. The binding affinity (normalized) is 0.0556. (4) The peptide sequence is ISFCNANPGLMKDVA. The MHC is DRB1_0802 with pseudo-sequence DRB1_0802. The binding affinity (normalized) is 0.342.